From a dataset of Reaction yield outcomes from USPTO patents with 853,638 reactions. Predict the reaction yield, written as a fraction of the theoretical maximum amount of product (1.0 means a 100% yield; for example, 0.34 means a 34% yield). (1) The reactants are [P:1]([O-:8])([O:5][CH2:6][CH3:7])[O:2][CH2:3][CH3:4].[CH2:9]=[O:10].[C:11]1([CH3:21])[CH:16]=[CH:15][C:14]([S:17](Cl)(=[O:19])=[O:18])=[CH:13][CH:12]=1. The catalyst is C(N(CC)CC)C.C1(C)C=CC=CC=1. The product is [C:11]1([CH3:21])[CH:16]=[CH:15][C:14]([S:17]([O:10][CH2:9][P:1](=[O:8])([O:5][CH2:6][CH3:7])[O:2][CH2:3][CH3:4])(=[O:19])=[O:18])=[CH:13][CH:12]=1. The yield is 0.776. (2) The reactants are [F:1][C:2]1[CH:7]=[CH:6][CH:5]=[CH:4][C:3]=1[C:8]1[N:9]=[N:10][N:11]([CH3:13])[CH:12]=1.C([Li])CCC.CN([CH:22]=[O:23])C. The catalyst is C1COCC1. The product is [F:1][C:2]1[CH:7]=[CH:6][CH:5]=[CH:4][C:3]=1[C:8]1[N:9]=[N:10][N:11]([CH3:13])[C:12]=1[CH:22]=[O:23]. The yield is 0.677. (3) The reactants are C([O:4][C:5]1[CH:10]=[C:9]([I:11])[C:8]([F:12])=[CH:7][C:6]=1[O:13][CH3:14])(=O)C.[OH-].[Na+].C(O)(=O)CC(CC(O)=O)(C(O)=O)O. The catalyst is C1COCC1.CO. The product is [F:12][C:8]1[C:9]([I:11])=[CH:10][C:5]([OH:4])=[C:6]([O:13][CH3:14])[CH:7]=1. The yield is 1.00. (4) The reactants are [Cl:1][C:2]1[CH:3]=[C:4]([CH:7]=[C:8]([OH:10])[CH:9]=1)[C:5]#[N:6].[H-].[Na+].[CH2:13]([N:15]([CH2:19][CH3:20])[C:16](Cl)=[S:17])[CH3:14]. The catalyst is CN1C(=O)CCC1.O. The product is [Cl:1][C:2]1[CH:9]=[C:8]([O:10][C:16](=[S:17])[N:15]([CH2:19][CH3:20])[CH2:13][CH3:14])[CH:7]=[C:4]([C:5]#[N:6])[CH:3]=1. The yield is 0.740.